Dataset: Reaction yield outcomes from USPTO patents with 853,638 reactions. Task: Predict the reaction yield, written as a fraction of the theoretical maximum amount of product (1.0 means a 100% yield; for example, 0.34 means a 34% yield). (1) The reactants are [Br:1][C:2]1[CH:3]=[C:4]2[C:9](=[CH:10][C:11]=1[O:12][CH2:13][C:14]1[CH:15]=[C:16]([S:20]([CH3:28])(=[N:22]C(OCC)=O)=[O:21])[CH:17]=[CH:18][CH:19]=1)[N:8]=[CH:7][N:6]=[C:5]2[NH:29][CH2:30][CH3:31].[O-]CC.[Na+].C(=O)(O)[O-].[Na+]. The catalyst is C(O)C. The product is [Br:1][C:2]1[CH:3]=[C:4]2[C:9](=[CH:10][C:11]=1[O:12][CH2:13][C:14]1[CH:15]=[C:16]([S:20]([CH3:28])(=[NH:22])=[O:21])[CH:17]=[CH:18][CH:19]=1)[N:8]=[CH:7][N:6]=[C:5]2[NH:29][CH2:30][CH3:31]. The yield is 0.450. (2) The catalyst is O1CCCC1. The reactants are [F:1][C:2]([F:21])([F:20])[O:3][C:4]1[CH:5]=[C:6]2[C:14](=[CH:15][CH:16]=1)[NH:13][C:12]1[CH2:11][CH2:10][CH:9]([C:17](O)=[O:18])[CH2:8][C:7]2=1.C(N1C=CN=C1)([N:24]1C=CN=C1)=O. The product is [F:1][C:2]([F:21])([F:20])[O:3][C:4]1[CH:5]=[C:6]2[C:14](=[CH:15][CH:16]=1)[NH:13][C:12]1[CH2:11][CH2:10][CH:9]([C:17]([NH2:24])=[O:18])[CH2:8][C:7]2=1. The yield is 0.770.